From a dataset of Forward reaction prediction with 1.9M reactions from USPTO patents (1976-2016). Predict the product of the given reaction. (1) Given the reactants Cl[C:2]1[N:7]=[CH:6][C:5]([C:8]([OH:10])=[O:9])=[CH:4][N:3]=1.[CH2:11]([O:13][C:14]1[CH:15]=[C:16](B(O)O)[CH:17]=[CH:18][CH:19]=1)[CH3:12].C(=O)([O-])[O-].[Na+].[Na+], predict the reaction product. The product is: [CH2:11]([O:13][C:14]1[CH:19]=[C:18]([C:2]2[N:7]=[CH:6][C:5]([C:8]([OH:10])=[O:9])=[CH:4][N:3]=2)[CH:17]=[CH:16][CH:15]=1)[CH3:12]. (2) Given the reactants [CH3:1][C:2]1[CH:11]=[CH:10][C:9]2[O:8][CH2:7][C:6]3[CH:12]=[C:13]([C:15]([OH:17])=O)[S:14][C:5]=3[C:4]=2[CH:3]=1.[CH3:18][NH:19][C:20]1[CH:25]=[CH:24][C:23]([F:26])=[CH:22][C:21]=1[F:27].C(N(CC)CC)C, predict the reaction product. The product is: [F:27][C:21]1[CH:22]=[C:23]([F:26])[CH:24]=[CH:25][C:20]=1[N:19]([CH3:18])[C:15]([C:13]1[S:14][C:5]2[C:4]3[CH:3]=[C:2]([CH3:1])[CH:11]=[CH:10][C:9]=3[O:8][CH2:7][C:6]=2[CH:12]=1)=[O:17]. (3) Given the reactants [Br:1][CH2:2][C:3](=[O:8])[C:4]([F:7])([F:6])[F:5].[NH2:9][C:10]1N=[C:14]([Br:16])[CH:13]=[CH:12][N:11]=1.[CH3:17]N(C=O)C, predict the reaction product. The product is: [BrH:1].[Br:16][C:14]1[CH:13]=[CH:12][N:11]2[CH2:2][C:3]([C:4]([F:7])([F:6])[F:5])([OH:8])[N:9]=[C:10]2[CH:17]=1. (4) Given the reactants Cl.[NH:2]1[CH2:7][CH2:6][CH:5]([C@H:8]([OH:10])[CH3:9])[CH2:4][CH2:3]1.I[C:12]1[CH:17]=[CH:16][C:15]([O:18][C:19]([F:22])([F:21])[F:20])=[CH:14][CH:13]=1, predict the reaction product. The product is: [F:20][C:19]([F:21])([F:22])[O:18][C:15]1[CH:16]=[CH:17][C:12]([N:2]2[CH2:7][CH2:6][CH:5]([C@H:8]([OH:10])[CH3:9])[CH2:4][CH2:3]2)=[CH:13][CH:14]=1. (5) Given the reactants [OH:1][C:2]1[CH:3]=[C:4]2[C:8](=[CH:9][CH:10]=1)[N:7]([CH3:11])[CH:6]=[C:5]2[CH:12]=[O:13].Br[CH2:15][C:16]([NH2:18])=[O:17].C(N=P(N(C)C)(N(C)C)N(C)C)(C)(C)C.Cl, predict the reaction product. The product is: [CH:12]([C:5]1[C:4]2[C:8](=[CH:9][CH:10]=[C:2]([O:1][CH2:15][C:16]([NH2:18])=[O:17])[CH:3]=2)[N:7]([CH3:11])[CH:6]=1)=[O:13]. (6) The product is: [CH3:1][O:2][C:3]1[CH:8]=[CH:7][C:6]([NH:9][C:10]([NH:38][C:37]2[CH:39]=[CH:40][CH:41]=[C:35]([O:34][C:22]3[C:21]4[C:26](=[CH:27][C:28]([O:29][CH2:30][CH2:31][O:32][CH3:33])=[C:19]([O:18][CH3:17])[CH:20]=4)[N:25]=[CH:24][N:23]=3)[CH:36]=2)=[O:12])=[CH:5][C:4]=1[C:13]([F:16])([F:15])[F:14]. Given the reactants [CH3:1][O:2][C:3]1[CH:8]=[CH:7][C:6]([NH:9][C:10](=[O:12])[O-])=[CH:5][C:4]=1[C:13]([F:16])([F:15])[F:14].[CH3:17][O:18][C:19]1[CH:20]=[C:21]2[C:26](=[CH:27][C:28]=1[O:29][CH2:30][CH2:31][O:32][CH3:33])[N:25]=[CH:24][N:23]=[C:22]2[O:34][C:35]1[CH:36]=[C:37]([CH:39]=[CH:40][CH:41]=1)[NH2:38].C(N(C(C)C)CC)(C)C, predict the reaction product. (7) Given the reactants [Cl:1][C:2]1[C:3]([CH:8]=[O:9])=[N:4][CH:5]=[CH:6][N:7]=1.[BH4-].[Na+], predict the reaction product. The product is: [Cl:1][C:2]1[C:3]([CH2:8][OH:9])=[N:4][CH:5]=[CH:6][N:7]=1. (8) The product is: [OH:4][C:5]1[C:6]([C:16](=[O:18])[CH3:17])=[CH:7][C:8]([CH2:11][C:12]([CH3:13])([CH3:14])[CH3:15])=[N:9][CH:10]=1. Given the reactants COC[O:4][C:5]1[C:6]([C:16](=[O:18])[CH3:17])=[CH:7][C:8]([CH2:11][C:12]([CH3:15])([CH3:14])[CH3:13])=[N:9][CH:10]=1.CC(O)C.C1COCC1, predict the reaction product. (9) Given the reactants BrN[C:3]1[C:12]2[C:7](=[CH:8][CH:9]=[CH:10][CH:11]=2)[CH:6]=[CH:5][CH:4]=1.C(OC(OC(OC(C)(C)C)=O)=O)(C)(C)C, predict the reaction product. The product is: [CH:11]1[C:12]2[C:7](=[CH:6][CH:5]=[CH:4][CH:3]=2)[CH:8]=[CH:9][CH:10]=1.